From a dataset of Retrosynthesis with 50K atom-mapped reactions and 10 reaction types from USPTO. Predict the reactants needed to synthesize the given product. (1) Given the product COc1ncc(-c2ccc3ncc4c(c3c2)n(-c2cn(C)nc2Cl)c(=O)n4C)cc1CO, predict the reactants needed to synthesize it. The reactants are: COC(=O)c1cc(-c2ccc3ncc4c(c3c2)n(-c2cn(C)nc2Cl)c(=O)n4C)cnc1OC. (2) Given the product COc1ccc(-c2cc(CN3CCN(C(=O)OC(C)(C)C)CC3)c(=O)n(Cc3ccc(F)cc3)n2)cc1F, predict the reactants needed to synthesize it. The reactants are: CC(C)(C)OC(=O)N1CCNCC1.COc1ccc(-c2cc(COS(C)(=O)=O)c(=O)n(Cc3ccc(F)cc3)n2)cc1F. (3) Given the product COc1ccc2c(Nc3ccc(F)cc3)nc(Nc3cc(C)[nH]n3)cc2c1, predict the reactants needed to synthesize it. The reactants are: COc1ccc2c(Cl)nc(Nc3cc(C)[nH]n3)cc2c1.Nc1ccc(F)cc1. (4) Given the product COc1cccc2c1CCC2N(C)Cc1nc(-c2ccccc2)c(-c2ccccc2)o1, predict the reactants needed to synthesize it. The reactants are: CI.COc1cccc2c1CCC2NCc1nc(-c2ccccc2)c(-c2ccccc2)o1. (5) Given the product CCOP(=O)(Cc1ccc([N+](=O)[O-])c(C)c1)OCC, predict the reactants needed to synthesize it. The reactants are: CCOP(OCC)OCC.Cc1cc(CBr)ccc1[N+](=O)[O-]. (6) Given the product O=C(O)C1CN(Cc2ccccc2)C1, predict the reactants needed to synthesize it. The reactants are: COC(=O)C1CN(Cc2ccccc2)C1. (7) Given the product Clc1ccc(Cn2c(CN3CCCC3)nc3ccccc32)cc1, predict the reactants needed to synthesize it. The reactants are: C1CCNC1.ClCc1nc2ccccc2n1Cc1ccc(Cl)cc1. (8) Given the product COC(OC)c1nc2c(cc1-n1cnc(C)n1)CCCN2, predict the reactants needed to synthesize it. The reactants are: COC(OC)c1nc2c(cc1Br)CCCN2.Cc1nc[nH]n1. (9) Given the product CCOc1cc(N)c(Cl)cc1C(=O)NCC1CN(CC2CCN(C#N)CC2)CCO1, predict the reactants needed to synthesize it. The reactants are: CCOc1cc(N)c(Cl)cc1C(=O)NCC1CN(CC2CCNCC2)CCO1.N#CBr. (10) The reactants are: CCCCCCCCCCCCC(=O)O.COc1ccc(C(CN(C)C)C2(O)CCCCC2)cc1. Given the product CCCCCCCCCCCCC(=O)OC1(C(CN(C)C)c2ccc(OC)cc2)CCCCC1, predict the reactants needed to synthesize it.